This data is from Reaction yield outcomes from USPTO patents with 853,638 reactions. The task is: Predict the reaction yield, written as a fraction of the theoretical maximum amount of product (1.0 means a 100% yield; for example, 0.34 means a 34% yield). (1) The reactants are [Cl:1][C:2]1[CH:3]=[C:4]([CH:9](O)[C:10]2([F:22])[CH2:14][CH2:13][N:12]([C:15]([O:17][C:18]([CH3:21])([CH3:20])[CH3:19])=[O:16])[CH2:11]2)[CH:5]=[CH:6][C:7]=1[F:8].[C:24]1(=[O:34])[NH:28][C:27](=[O:29])[C:26]2=[CH:30][CH:31]=[CH:32][CH:33]=[C:25]12.C1C=CC(P(C2C=CC=CC=2)C2C=CC=CC=2)=CC=1.CCOC(/N=N/C(OCC)=O)=O. The catalyst is C1COCC1. The product is [Cl:1][C:2]1[CH:3]=[C:4]([CH:9]([N:28]2[C:24](=[O:34])[C:25]3[C:26](=[CH:30][CH:31]=[CH:32][CH:33]=3)[C:27]2=[O:29])[C:10]2([F:22])[CH2:14][CH2:13][N:12]([C:15]([O:17][C:18]([CH3:21])([CH3:20])[CH3:19])=[O:16])[CH2:11]2)[CH:5]=[CH:6][C:7]=1[F:8]. The yield is 0.892. (2) The yield is 0.0200. The reactants are [F:1][C:2]1[CH:7]=[C:6]([F:8])[CH:5]=[CH:4][C:3]=1[C:9]1[N:10]=[C:11]2[N:15]([C:16]=1I)[CH:14]=[CH:13][O:12]2.C([Mg]Cl)(C)C.Cl[C:24]1[N:25]=[CH:26][C:27]2[N:28]([C:30]([CH:33]([CH3:35])[CH3:34])=[N:31][N:32]=2)[CH:29]=1. The catalyst is C1COCC1.CN(C=O)C.[Cl-].[Zn+2].[Cl-].C1C=CC([P]([Pd]([P](C2C=CC=CC=2)(C2C=CC=CC=2)C2C=CC=CC=2)([P](C2C=CC=CC=2)(C2C=CC=CC=2)C2C=CC=CC=2)[P](C2C=CC=CC=2)(C2C=CC=CC=2)C2C=CC=CC=2)(C2C=CC=CC=2)C2C=CC=CC=2)=CC=1. The product is [F:1][C:2]1[CH:7]=[C:6]([F:8])[CH:5]=[CH:4][C:3]=1[C:9]1[N:10]=[C:11]2[N:15]([C:16]=1[C:24]1[N:25]=[CH:26][C:27]3[N:28]([C:30]([CH:33]([CH3:35])[CH3:34])=[N:31][N:32]=3)[CH:29]=1)[CH:14]=[CH:13][O:12]2. (3) The reactants are [C:1](Cl)(=[O:6])[CH2:2][C:3](Cl)=[O:4].[CH:8]1([N:14](CCC2CC2)[C:15]([NH2:17])=[O:16])[CH2:13][CH2:12][CH2:11][CH2:10][CH2:9]1.C[CH2:24][CH2:25][CH2:26][CH2:27][CH3:28].C(OCC)(=O)C.CCCCCC. The yield is 0.350. The product is [CH:8]1([N:14]2[C:3](=[O:4])[CH2:2][C:1](=[O:6])[N:17]([CH2:28][CH2:27][CH:26]3[CH2:25][CH2:24]3)[C:15]2=[O:16])[CH2:9][CH2:10][CH2:11][CH2:12][CH2:13]1. The catalyst is ClCCl. (4) The reactants are [NH2:1][C:2]1[N:7]=[CH:6][N:5]=[C:4]2[N:8]([C@@H:12]3[CH2:17][CH2:16][CH2:15][N:14]([C:18]([O:20][C:21]([CH3:24])([CH3:23])[CH3:22])=[O:19])[CH2:13]3)[N:9]=[C:10](I)[C:3]=12.[F:25][C:26]1[C:48]([F:49])=[CH:47][CH:46]=[CH:45][C:27]=1[O:28][C:29]1[CH:34]=[CH:33][C:32](B2OC(C)(C)C(C)(C)O2)=[C:31]([F:44])[CH:30]=1.C([O-])([O-])=O.[Na+].[Na+]. The catalyst is O1CCOCC1.O.C1C=CC([P]([Pd]([P](C2C=CC=CC=2)(C2C=CC=CC=2)C2C=CC=CC=2)([P](C2C=CC=CC=2)(C2C=CC=CC=2)C2C=CC=CC=2)[P](C2C=CC=CC=2)(C2C=CC=CC=2)C2C=CC=CC=2)(C2C=CC=CC=2)C2C=CC=CC=2)=CC=1. The product is [NH2:1][C:2]1[N:7]=[CH:6][N:5]=[C:4]2[N:8]([C@@H:12]3[CH2:17][CH2:16][CH2:15][N:14]([C:18]([O:20][C:21]([CH3:24])([CH3:23])[CH3:22])=[O:19])[CH2:13]3)[N:9]=[C:10]([C:32]3[CH:33]=[CH:34][C:29]([O:28][C:27]4[CH:45]=[CH:46][CH:47]=[C:48]([F:49])[C:26]=4[F:25])=[CH:30][C:31]=3[F:44])[C:3]=12. The yield is 0.511. (5) The product is [NH2:1][C:2]1[N:7]=[CH:6][N:5]=[C:4]2[N:8]([C@@H:26]3[CH2:31][CH2:30][CH2:29][N:28]([C:32]([C:33](=[CH:39][CH:40]4[CH2:42][CH2:41]4)[C:34]#[N:35])=[O:36])[CH2:27]3)[N:9]=[C:10]([C:11]3[CH:16]=[CH:15][C:14]([O:17][C:18]4[C:23]([F:24])=[CH:22][CH:21]=[CH:20][C:19]=4[F:25])=[CH:13][CH:12]=3)[C:3]=12. The catalyst is CO. The reactants are [NH2:1][C:2]1[N:7]=[CH:6][N:5]=[C:4]2[N:8]([C@@H:26]3[CH2:31][CH2:30][CH2:29][N:28]([C:32](=[O:36])[CH2:33][C:34]#[N:35])[CH2:27]3)[N:9]=[C:10]([C:11]3[CH:16]=[CH:15][C:14]([O:17][C:18]4[C:23]([F:24])=[CH:22][CH:21]=[CH:20][C:19]=4[F:25])=[CH:13][CH:12]=3)[C:3]=12.N1[CH2:42][CH2:41][CH2:40][CH2:39]C1.C1(C=O)CC1. The yield is 0.210. (6) The reactants are [CH2:1]([C:5]1[N:6]=[C:7]([CH3:27])[NH:8][C:9](=[O:26])[C:10]=1[CH2:11][C:12]1[CH:17]=[CH:16][C:15]([C:18]2[C:19]([C:24]#[N:25])=[CH:20][CH:21]=[CH:22][CH:23]=2)=[CH:14][CH:13]=1)[CH2:2][CH2:3][CH3:4].N(C(N1CCCCC1)=O)=NC(N1CCCCC1)=O.C(P(CCCC)CCCC)CCC.[CH3:59][C:60]1([CH2:64]O)[CH2:63][O:62][CH2:61]1. The catalyst is C(OCC)(=O)C.O1CCCC1. The product is [CH2:1]([C:5]1[N:6]=[C:7]([CH3:27])[N:8]([CH2:59][C:60]2([CH3:64])[CH2:63][O:62][CH2:61]2)[C:9](=[O:26])[C:10]=1[CH2:11][C:12]1[CH:17]=[CH:16][C:15]([C:18]2[C:19]([C:24]#[N:25])=[CH:20][CH:21]=[CH:22][CH:23]=2)=[CH:14][CH:13]=1)[CH2:2][CH2:3][CH3:4]. The yield is 0.620. (7) The reactants are [N:1]1([C:7]2[CH:13]=[CH:12][C:10]([NH2:11])=[CH:9][CH:8]=2)[CH2:6][CH2:5][CH2:4][CH2:3][CH2:2]1.P(=O)(O)(O)O.[N+]([O-])(O)=O.[N:23]([O-])=O.[Na+].[CH3:27][C:28](=[O:33])[CH2:29][C:30](=[O:32])[CH3:31].C([O-])(=O)C.[K+].C([O-])([O-])=O.[Na+].[Na+]. The catalyst is C(O)C. The product is [N:1]1([C:7]2[CH:13]=[CH:12][C:10]([NH:11][N:23]=[C:29]([C:28](=[O:33])[CH3:27])[C:30](=[O:32])[CH3:31])=[CH:9][CH:8]=2)[CH2:6][CH2:5][CH2:4][CH2:3][CH2:2]1. The yield is 0.680.